This data is from Catalyst prediction with 721,799 reactions and 888 catalyst types from USPTO. The task is: Predict which catalyst facilitates the given reaction. (1) The catalyst class is: 140. Product: [Cl:13][C:10]1[CH:11]=[CH:12][C:7]2[N:6]([CH3:14])[C:5](=[O:15])[CH2:4][N:3]=[C:2]([C:24]3[CH:23]=[N:22][CH:27]=[CH:26][CH:25]=3)[C:8]=2[CH:9]=1. Reactant: Cl[C:2]1[C:8]2[CH:9]=[C:10]([Cl:13])[CH:11]=[CH:12][C:7]=2[N:6]([CH3:14])[C:5](=[O:15])[CH2:4][N:3]=1.C([O-])([O-])=O.[Na+].[Na+].[N:22]1[CH:27]=[CH:26][CH:25]=[C:24](B(O)O)[CH:23]=1. (2) Reactant: C(N(S(F)(F)[F:7])CC)C.[C:10]([O:13][CH2:14][CH2:15][CH2:16][CH:17](O)[CH2:18][CH2:19][CH2:20][O:21][C:22](=[O:24])[CH3:23])(=[O:12])[CH3:11]. Product: [C:10]([O:13][CH2:14][CH2:15][CH2:16][CH:17]([F:7])[CH2:18][CH2:19][CH2:20][O:21][C:22](=[O:24])[CH3:23])(=[O:12])[CH3:11]. The catalyst class is: 124. (3) Reactant: I[C:2]1[CH:7]=[CH:6][CH:5]=[CH:4][C:3]=1[CH2:8][C:9]([OH:11])=[O:10].[NH:12]1[CH:16]=[CH:15][N:14]=[N:13]1.C([O-])([O-])=O.[Cs+].[Cs+].O.CC(=O)OCC. Product: [N:12]1[N:13]([C:2]2[CH:7]=[CH:6][CH:5]=[CH:4][C:3]=2[CH2:8][C:9]([OH:11])=[O:10])[N:14]=[CH:15][CH:16]=1. The catalyst class is: 870. (4) Reactant: [CH3:1][N:2]([CH3:34])[C:3]1[CH:8]=[CH:7][C:6]([CH2:9][N:10]([C:25]2[CH:30]=[CH:29][C:28]([CH:31]([CH3:33])[CH3:32])=[CH:27][CH:26]=2)[C:11]([CH:13]2[C:22]3[C:17](=[CH:18][CH:19]=[C:20]([O:23][CH3:24])[CH:21]=3)[CH2:16][CH2:15][CH2:14]2)=[O:12])=[CH:5][CH:4]=1.[ClH:35].O1CCOCC1. Product: [ClH:35].[CH3:34][N:2]([CH3:1])[C:3]1[CH:8]=[CH:7][C:6]([CH2:9][N:10]([C:25]2[CH:26]=[CH:27][C:28]([CH:31]([CH3:32])[CH3:33])=[CH:29][CH:30]=2)[C:11]([CH:13]2[C:22]3[C:17](=[CH:18][CH:19]=[C:20]([O:23][CH3:24])[CH:21]=3)[CH2:16][CH2:15][CH2:14]2)=[O:12])=[CH:5][CH:4]=1. The catalyst class is: 8. (5) Reactant: [CH3:1][C@H:2]([O:6][C:7]1[CH:8]=[C:9]([C:21]([NH:23][C:24]2[N:29]=[CH:28][C:27]([C:30]([O:32][CH3:33])=[O:31])=[CH:26][CH:25]=2)=[O:22])[CH:10]=[C:11]([O:13]CC2C=CC=CC=2)[CH:12]=1)[CH2:3][O:4][CH3:5].CO.[H][H]. Product: [CH3:1][C@H:2]([O:6][C:7]1[CH:8]=[C:9]([C:21]([NH:23][C:24]2[N:29]=[CH:28][C:27]([C:30]([O:32][CH3:33])=[O:31])=[CH:26][CH:25]=2)=[O:22])[CH:10]=[C:11]([OH:13])[CH:12]=1)[CH2:3][O:4][CH3:5]. The catalyst class is: 123. (6) Reactant: [N:1]1[CH:6]=[CH:5][C:4]([CH2:7][NH:8][C:9]([C:11]2[S:19][C:18]3[N:13]([C:14](=[O:22])[NH:15][C:16](=[O:21])[C:17]=3[CH3:20])[CH:12]=2)=[O:10])=[CH:3][CH:2]=1.Br[CH2:24][C:25]1[CH:30]=[CH:29][C:28]([C:31]([N:33]2[CH2:38][CH2:37][O:36][CH2:35][CH2:34]2)=[O:32])=[CH:27][CH:26]=1.[ClH:39]. Product: [ClH:39].[N:1]1[CH:6]=[CH:5][C:4]([CH2:7][NH:8][C:9]([C:11]2[S:19][C:18]3[N:13]([C:14](=[O:22])[N:15]([CH2:24][C:25]4[CH:30]=[CH:29][C:28]([C:31]([N:33]5[CH2:38][CH2:37][O:36][CH2:35][CH2:34]5)=[O:32])=[CH:27][CH:26]=4)[C:16](=[O:21])[C:17]=3[CH3:20])[CH:12]=2)=[O:10])=[CH:3][CH:2]=1. The catalyst class is: 305.